This data is from Peptide-MHC class I binding affinity with 185,985 pairs from IEDB/IMGT. The task is: Regression. Given a peptide amino acid sequence and an MHC pseudo amino acid sequence, predict their binding affinity value. This is MHC class I binding data. (1) The peptide sequence is KTPLYYLSGT. The MHC is HLA-A02:02 with pseudo-sequence HLA-A02:02. The binding affinity (normalized) is 0.0764. (2) The peptide sequence is AENLWVTVY. The MHC is HLA-A24:02 with pseudo-sequence HLA-A24:02. The binding affinity (normalized) is 0. (3) The peptide sequence is ELNDRLAVYI. The MHC is HLA-A02:01 with pseudo-sequence HLA-A02:01. The binding affinity (normalized) is 0.348. (4) The peptide sequence is KSINKVYGK. The MHC is HLA-A30:02 with pseudo-sequence HLA-A30:02. The binding affinity (normalized) is 0. (5) The peptide sequence is RQRHYFDSA. The MHC is HLA-B18:01 with pseudo-sequence HLA-B18:01. The binding affinity (normalized) is 0.213. (6) The peptide sequence is RQMKSGGRF. The MHC is HLA-A68:02 with pseudo-sequence HLA-A68:02. The binding affinity (normalized) is 0.0847. (7) The peptide sequence is ERLKIRGSL. The MHC is HLA-B14:01 with pseudo-sequence HLA-B14:02. The binding affinity (normalized) is 0.572. (8) The peptide sequence is ETIFTVLAL. The binding affinity (normalized) is 0.0847. The MHC is HLA-B51:01 with pseudo-sequence HLA-B51:01.